This data is from Reaction yield outcomes from USPTO patents with 853,638 reactions. The task is: Predict the reaction yield, written as a fraction of the theoretical maximum amount of product (1.0 means a 100% yield; for example, 0.34 means a 34% yield). The reactants are C([Sn]([C:14]1[S:15][CH:16]=[CH:17][CH:18]=1)(CCCC)CCCC)CCC.[Cl:19][C:20]1[N:21]=[N:22][C:23](Cl)=[CH:24][CH:25]=1. The catalyst is CN(C=O)C.C1C=CC([P]([Pd]([P](C2C=CC=CC=2)(C2C=CC=CC=2)C2C=CC=CC=2)([P](C2C=CC=CC=2)(C2C=CC=CC=2)C2C=CC=CC=2)[P](C2C=CC=CC=2)(C2C=CC=CC=2)C2C=CC=CC=2)(C2C=CC=CC=2)C2C=CC=CC=2)=CC=1. The product is [S:15]1[CH:16]=[CH:17][CH:18]=[C:14]1[C:23]1[N:22]=[N:21][C:20]([Cl:19])=[CH:25][CH:24]=1. The yield is 0.473.